Dataset: Full USPTO retrosynthesis dataset with 1.9M reactions from patents (1976-2016). Task: Predict the reactants needed to synthesize the given product. (1) Given the product [C:1]([O:5][C:6]([NH:7][C@H:8]([CH3:11])[CH2:9][N:24]1[C:23]([C:26]([O:28][CH2:29][CH3:30])=[O:27])=[CH:22][C:21]([O:20][Si:13]([C:16]([CH3:17])([CH3:19])[CH3:18])([CH3:15])[CH3:14])=[N:25]1)=[O:12])([CH3:4])([CH3:3])[CH3:2], predict the reactants needed to synthesize it. The reactants are: [C:1]([O:5][C:6](=[O:12])[NH:7][C@H:8]([CH3:11])[CH2:9]O)([CH3:4])([CH3:3])[CH3:2].[Si:13]([O:20][C:21]1[NH:25][N:24]=[C:23]([C:26]([O:28][CH2:29][CH3:30])=[O:27])[CH:22]=1)([C:16]([CH3:19])([CH3:18])[CH3:17])([CH3:15])[CH3:14]. (2) Given the product [OH:8][C:9]1[C:10]([C@:18]2([CH2:38][OH:39])[C:26]3[C:21](=[CH:22][CH:23]=[CH:24][CH:25]=3)[N:20]([CH2:27][C:28]3[O:29][C:30]([C:33]([F:36])([F:35])[F:34])=[CH:31][CH:32]=3)[C:19]2=[O:37])=[CH:11][C:12]2[O:16][CH2:15][O:14][C:13]=2[CH:17]=1, predict the reactants needed to synthesize it. The reactants are: C([O:8][C:9]1[C:10]([C@:18]2([CH2:38][O:39]CC3C=CC=CC=3)[C:26]3[C:21](=[CH:22][CH:23]=[CH:24][CH:25]=3)[N:20]([CH2:27][C:28]3[O:29][C:30]([C:33]([F:36])([F:35])[F:34])=[CH:31][CH:32]=3)[C:19]2=[O:37])=[CH:11][C:12]2[O:16][CH2:15][O:14][C:13]=2[CH:17]=1)C1C=CC=CC=1.C(O)(=O)C.C([SiH](CC)CC)C. (3) The reactants are: Br[C:2]1[CH:3]=[C:4]2[C:9](=[CH:10][CH:11]=1)[NH:8][C:7](=[O:12])[CH2:6][N:5]2[CH:13]([CH3:15])[CH3:14].[H-].[Na+].C([Li])CCC.[B:23](OC(C)C)([O:28]C(C)C)[O:24]C(C)C.Cl. Given the product [CH:13]([N:5]1[C:4]2[C:9](=[CH:10][CH:11]=[C:2]([B:23]([OH:28])[OH:24])[CH:3]=2)[NH:8][C:7](=[O:12])[CH2:6]1)([CH3:15])[CH3:14], predict the reactants needed to synthesize it. (4) Given the product [I:31][C:5]1[C:6]([NH:9][C:10](=[O:15])[C:11]([CH3:12])([CH3:13])[CH3:14])=[N:7][CH:8]=[C:3]([C:2]([F:16])([F:1])[F:17])[CH:4]=1, predict the reactants needed to synthesize it. The reactants are: [F:1][C:2]([F:17])([F:16])[C:3]1[CH:4]=[CH:5][C:6]([NH:9][C:10](=[O:15])[C:11]([CH3:14])([CH3:13])[CH3:12])=[N:7][CH:8]=1.CN(CCN(C)C)C.[Li]CCCC.[I:31]I. (5) The reactants are: Cl[C:2]1[N:7]=[C:6]([NH:8][C:9]2[S:10][C:11]([CH3:14])=[CH:12][N:13]=2)[CH:5]=[C:4]([Cl:15])[N:3]=1.CCN(C(C)C)C(C)C.Cl.[F:26][C:27]1[CH:28]=[CH:29][C:30]([C@@H:33]([NH2:35])[CH3:34])=[N:31][CH:32]=1. Given the product [Cl:15][C:4]1[N:3]=[C:2]([NH:35][C@H:33]([C:30]2[CH:29]=[CH:28][C:27]([F:26])=[CH:32][N:31]=2)[CH3:34])[N:7]=[C:6]([NH:8][C:9]2[S:10][C:11]([CH3:14])=[CH:12][N:13]=2)[CH:5]=1, predict the reactants needed to synthesize it. (6) The reactants are: [OH:1][C@H:2]([C:9]1[N:10]=[C:11]([C:14](=[O:16])[CH3:15])[NH:12][CH:13]=1)[C@H:3]([OH:8])[C@H:4]([OH:7])[CH2:5][OH:6].[C:17]1(C)[CH:22]=CC(S(O)(=O)=O)=C[CH:18]=1.CO[C:30](OC)([CH3:32])[CH3:31]. Given the product [CH3:18][C:17]1([CH3:22])[O:8][C@H:3]([C@H:4]2[CH2:5][O:6][C:30]([CH3:32])([CH3:31])[O:7]2)[C@@H:2]([C:9]2[N:10]=[C:11]([C:14](=[O:16])[CH3:15])[NH:12][CH:13]=2)[O:1]1, predict the reactants needed to synthesize it.